Dataset: Reaction yield outcomes from USPTO patents with 853,638 reactions. Task: Predict the reaction yield, written as a fraction of the theoretical maximum amount of product (1.0 means a 100% yield; for example, 0.34 means a 34% yield). (1) The reactants are [CH3:1][C:2]1([CH3:16])[C:6]([CH3:8])([CH3:7])[O:5][B:4]([C:9]2[CH:15]=[CH:14][CH:13]=[CH:12][C:10]=2[NH2:11])[O:3]1.[CH3:17][S:18](Cl)(=[O:20])=[O:19]. The catalyst is N1C=CC=CC=1. The product is [CH3:8][C:6]1([CH3:7])[C:2]([CH3:16])([CH3:1])[O:3][B:4]([C:9]2[CH:15]=[CH:14][CH:13]=[CH:12][C:10]=2[NH:11][S:18]([CH3:17])(=[O:20])=[O:19])[O:5]1. The yield is 0.520. (2) The reactants are O.NN.[F:4][C:5]1[CH:13]=[C:12]2[C:8]([CH:9]=[CH:10][N:11]2[CH2:14][C:15]2[CH:20]=[CH:19][CH:18]=[CH:17][N:16]=2)=[CH:7][C:6]=1[N:21]1C(=O)C2C(=CC=CC=2)C1=O. The catalyst is CO. The product is [F:4][C:5]1[CH:13]=[C:12]2[C:8]([CH:9]=[CH:10][N:11]2[CH2:14][C:15]2[CH:20]=[CH:19][CH:18]=[CH:17][N:16]=2)=[CH:7][C:6]=1[NH2:21]. The yield is 0.760. (3) The reactants are [CH:1]([CH:3]1[S:7][C:6]([C:8]2[NH:9][C:10]3[C:15]([CH:16]=2)=[CH:14][CH:13]=[CH:12][C:11]=3[N:17]([CH3:26])[S:18]([C:21]2[S:22][CH:23]=[CH:24][CH:25]=2)(=[O:20])=[O:19])=[N:5][CH2:4]1)=O.[NH:27]1[CH2:32][CH2:31][S:30](=[O:34])(=[O:33])[CH2:29][CH2:28]1.C(O[BH-](OC(=O)C)OC(=O)C)(=O)C.[Na+].C(=O)([O-])O.[Na+]. The product is [O:33]=[S:30]1(=[O:34])[CH2:31][CH2:32][N:27]([CH2:1][CH:3]2[S:7][C:6]([C:8]3[NH:9][C:10]4[C:15]([CH:16]=3)=[CH:14][CH:13]=[CH:12][C:11]=4[N:17]([CH3:26])[S:18]([C:21]3[S:22][CH:23]=[CH:24][CH:25]=3)(=[O:20])=[O:19])=[N:5][CH2:4]2)[CH2:28][CH2:29]1. The yield is 0.200. The catalyst is O1CCCC1.